From a dataset of Peptide-MHC class II binding affinity with 134,281 pairs from IEDB. Regression. Given a peptide amino acid sequence and an MHC pseudo amino acid sequence, predict their binding affinity value. This is MHC class II binding data. (1) The peptide sequence is GAGAAPLSWSKEIYN. The MHC is DRB3_0101 with pseudo-sequence DRB3_0101. The binding affinity (normalized) is 0.192. (2) The peptide sequence is LIINWLQEALSSASL. The binding affinity (normalized) is 0.231. The MHC is DRB1_0802 with pseudo-sequence DRB1_0802.